This data is from Forward reaction prediction with 1.9M reactions from USPTO patents (1976-2016). The task is: Predict the product of the given reaction. (1) Given the reactants [F:1][CH:2]1[C:7]([F:9])([F:8])[C:6]2([CH2:12][CH2:13][CH3:14])[CH2:10][CH2:11][C:3]1([O:15]C(CCCCC)=O)[CH2:4][CH2:5]2.[OH-].[K+].O.Cl, predict the reaction product. The product is: [F:1][CH:2]1[C:7]([F:8])([F:9])[C:6]2([CH2:12][CH2:13][CH3:14])[CH2:10][CH2:11][C:3]1([OH:15])[CH2:4][CH2:5]2. (2) Given the reactants [C:1]([Si:5]([O:8][CH2:9][CH2:10][C:11]#[CH:12])([CH3:7])[CH3:6])([CH3:4])([CH3:3])[CH3:2].[CH3:13][C:14]1([CH3:21])[C:18]([CH3:20])([CH3:19])[O:17][BH:16][O:15]1.[CH2:22](N(CC)CC)[CH3:23], predict the reaction product. The product is: [C:1]([Si:5]([CH3:6])([CH3:7])[O:8][CH2:9][CH2:10][CH2:11][CH2:12][CH:22]=[CH:23][B:16]1[O:17][C:18]([CH3:20])([CH3:19])[C:14]([CH3:21])([CH3:13])[O:15]1)([CH3:3])([CH3:4])[CH3:2]. (3) Given the reactants [C:1]([O:7][C:8]1([CH3:17])[CH2:13][CH2:12][CH:11]([CH:14]([CH3:16])[CH3:15])[CH2:10][CH2:9]1)(=[O:6])[CH2:2][C:3]([CH3:5])=[O:4], predict the reaction product. The product is: [OH:4][C@H:3]([CH3:5])[CH2:2][C:1]([O:7][C:8]1([CH3:17])[CH2:9][CH2:10][CH:11]([CH:14]([CH3:15])[CH3:16])[CH2:12][CH2:13]1)=[O:6]. (4) Given the reactants C(O[C:6](=O)[N:7]([C@@H:9]([CH3:44])[C:10]([NH:12][C@@H:13]([CH:38]1[CH2:43][CH2:42][CH2:41][CH2:40][CH2:39]1)[C:14]([N:16]1[C@H:21]([C:22](=[O:34])[NH:23][C@H:24]2[C:33]3[C:28](=[CH:29][CH:30]=[CH:31][CH:32]=3)[O:27][CH2:26][CH2:25]2)[CH2:20][N:19]2[CH2:35][CH2:36][CH2:37][C@H:18]2[CH2:17]1)=[O:15])=[O:11])C)(C)(C)C.C(OCC)(=O)C.[ClH:52], predict the reaction product. The product is: [ClH:52].[ClH:52].[CH:38]1([C@H:13]([NH:12][C:10](=[O:11])[C@H:9]([CH3:44])[NH:7][CH3:6])[C:14]([N:16]2[C@H:21]([C:22]([NH:23][C@H:24]3[C:33]4[C:28](=[CH:29][CH:30]=[CH:31][CH:32]=4)[O:27][CH2:26][CH2:25]3)=[O:34])[CH2:20][N:19]3[CH2:35][CH2:36][CH2:37][C@H:18]3[CH2:17]2)=[O:15])[CH2:43][CH2:42][CH2:41][CH2:40][CH2:39]1. (5) Given the reactants [NH2:1][C:2]1[C:3]([C:24]#[N:25])=[N:4][C:5]([C:10]2[CH:15]=[CH:14][C:13]([O:16][CH2:17][CH2:18][OH:19])=[C:12]([C:20]([F:23])([F:22])[F:21])[CH:11]=2)=[CH:6][C:7]=1[NH:8][CH3:9].Cl.[N:27]([O-])=O.[Na+], predict the reaction product. The product is: [OH:19][CH2:18][CH2:17][O:16][C:13]1[CH:14]=[CH:15][C:10]([C:5]2[N:4]=[C:3]([C:24]#[N:25])[C:2]3[N:1]=[N:27][N:8]([CH3:9])[C:7]=3[CH:6]=2)=[CH:11][C:12]=1[C:20]([F:23])([F:21])[F:22]. (6) The product is: [C:1]1([CH:7]([NH:9][CH:10]2[CH2:15][CH2:14][N:13]([C:16]([O:18][C:19]([CH3:22])([CH3:20])[CH3:21])=[O:17])[CH2:12][CH:11]2[C:23]([O:25][CH2:26][CH3:27])=[O:24])[CH3:8])[CH:6]=[CH:5][CH:4]=[CH:3][CH:2]=1. Given the reactants [C:1]1([CH:7]([NH:9][C:10]2[CH2:15][CH2:14][N:13]([C:16]([O:18][C:19]([CH3:22])([CH3:21])[CH3:20])=[O:17])[CH2:12][C:11]=2[C:23]([O:25][CH2:26][CH3:27])=[O:24])[CH3:8])[CH:6]=[CH:5][CH:4]=[CH:3][CH:2]=1.C(O[BH-](OC(=O)C)OC(=O)C)(=O)C.[Na+].C(O)(=O)C, predict the reaction product. (7) Given the reactants [Br:1][C:2]1[C:10]2[N:9]=[CH:8][NH:7][C:6]=2[CH:5]=[CH:4][CH:3]=1.CC1C=CC(S(O)(=O)=O)=CC=1.O.[O:23]1[CH:28]=[CH:27][CH2:26][CH2:25][CH2:24]1, predict the reaction product. The product is: [Br:1][C:2]1[C:10]2[N:9]=[CH:8][N:7]([CH:24]3[CH2:25][CH2:26][CH2:27][CH2:28][O:23]3)[C:6]=2[CH:5]=[CH:4][CH:3]=1. (8) Given the reactants C1(O[C:8](=[O:27])[NH:9][C:10]2[S:11][C:12]3[C:18]([CH:19]4[CH2:24][O:23][CH2:22][CH2:21][O:20]4)=[CH:17][CH:16]=[C:15]([O:25][CH3:26])[C:13]=3[N:14]=2)C=CC=CC=1.[OH:28][CH:29]1[CH2:34][CH2:33][NH:32][CH2:31][CH2:30]1.N1C=CC=CC=1, predict the reaction product. The product is: [O:20]1[CH2:21][CH2:22][O:23][CH2:24][CH:19]1[C:18]1[C:12]2[S:11][C:10]([NH:9][C:8]([N:32]3[CH2:33][CH2:34][CH:29]([OH:28])[CH2:30][CH2:31]3)=[O:27])=[N:14][C:13]=2[C:15]([O:25][CH3:26])=[CH:16][CH:17]=1.